Dataset: Catalyst prediction with 721,799 reactions and 888 catalyst types from USPTO. Task: Predict which catalyst facilitates the given reaction. (1) Reactant: [S:1]1[CH:5]=[CH:4][C:3]([C:6]2[CH:11]=[CH:10][C:9]([CH:12]([CH3:15])[CH2:13][NH2:14])=[CH:8][CH:7]=2)=[CH:2]1.[C:16](Cl)(=[O:18])[CH3:17]. Product: [S:1]1[CH:5]=[CH:4][C:3]([C:6]2[CH:11]=[CH:10][C:9]([CH:12]([CH3:15])[CH2:13][NH:14][C:16](=[O:18])[CH3:17])=[CH:8][CH:7]=2)=[CH:2]1. The catalyst class is: 7. (2) Reactant: [C:1](#[N:8])[C:2]1[CH:7]=[CH:6][CH:5]=[CH:4][CH:3]=1.[ClH:9].[NH2:10]O.C(=O)([O-])[O-].[K+].[K+].[CH2:18]([OH:20])[CH3:19]. Product: [Cl:9][CH2:19][C:18]1[O:20][N:10]=[C:1]([C:2]2[CH:7]=[CH:6][CH:5]=[CH:4][CH:3]=2)[N:8]=1. The catalyst class is: 6.